From a dataset of Full USPTO retrosynthesis dataset with 1.9M reactions from patents (1976-2016). Predict the reactants needed to synthesize the given product. (1) Given the product [CH3:1][O:2][C:3](=[O:12])[C@@H:4]([CH3:11])[CH2:5][CH2:6][CH2:7][C:8](=[O:10])[CH3:9], predict the reactants needed to synthesize it. The reactants are: [CH3:1][O:2][C:3](=[O:12])[CH:4]([CH3:11])[CH2:5][CH2:6][CH2:7][C:8](=[O:10])[CH3:9].CC(OC)(C)C.[OH-].[Na+].CC(CC(C)=O)C. (2) The reactants are: [C:1]1([CH2:7][CH2:8]/[CH:9]=[CH:10]/[C:11]([OH:13])=O)[CH:6]=[CH:5][CH:4]=[CH:3][CH:2]=1.ClC(OCC)=O.C(N(CC)CC)C.[CH:27]1([NH2:30])[CH2:29][CH2:28]1.[Cl-].[Na+]. Given the product [CH:27]1([NH:30][C:11](=[O:13])/[CH:10]=[CH:9]/[CH2:8][CH2:7][C:1]2[CH:2]=[CH:3][CH:4]=[CH:5][CH:6]=2)[CH2:29][CH2:28]1, predict the reactants needed to synthesize it. (3) The reactants are: [CH3:1][O:2][C:3](=[O:16])[C:4]([OH:15])([C:10]1[S:11][CH:12]=[CH:13][CH:14]=1)[C:5]1[S:6][CH:7]=[CH:8][CH:9]=1.[CH3:17][N:18]1[CH2:22]C[C@@H:20](O)[CH2:19]1. Given the product [CH3:17][N:18]1[CH2:19][CH2:20][C@@H:1]([O:2][C:3](=[O:16])[C:4]([OH:15])([C:5]2[S:6][CH:7]=[CH:8][CH:9]=2)[C:10]2[S:11][CH:12]=[CH:13][CH:14]=2)[CH2:22]1, predict the reactants needed to synthesize it. (4) Given the product [F:1][C:2]1[CH:7]=[CH:6][C:5]([C:8]2[O:9][C:10]3[CH:21]=[C:20]([NH:22][S:23]([CH3:26])(=[O:24])=[O:25])[C:19]([O:28][CH:29]([CH3:31])[CH3:30])=[CH:18][C:11]=3[C:12]=2[C:13]2[NH:17][N:16]=[CH:15][N:14]=2)=[CH:4][CH:3]=1.[F:1][C:2]1[CH:7]=[CH:6][C:5]([C:8]2[O:9][C:10]3[CH:21]=[C:20]([N:22]([CH3:27])[S:23]([CH3:26])(=[O:24])=[O:25])[C:19]([O:28][CH:29]([CH3:31])[CH3:30])=[CH:18][C:11]=3[C:12]=2[C:13]2[NH:17][N:16]=[CH:15][N:14]=2)=[CH:4][CH:3]=1, predict the reactants needed to synthesize it. The reactants are: [F:1][C:2]1[CH:7]=[CH:6][C:5]([C:8]2[O:9][C:10]3[CH:21]=[C:20]([N:22]([CH3:27])[S:23]([CH3:26])(=[O:25])=[O:24])[C:19]([O:28][CH:29]([CH3:31])[CH3:30])=[CH:18][C:11]=3[C:12]=2[C:13]2[NH:17][N:16]=[CH:15][N:14]=2)=[CH:4][CH:3]=1.COC(OC)N(C)C.FC1C=CC(C2OC3C=C(NS(C)(=O)=O)C(OC(C)C)=CC=3C=2C(N)=O)=CC=1.NN. (5) Given the product [F:1][C:2]1[CH:3]=[C:4]2[C:8](=[CH:9][CH:10]=1)[N:7]([CH2:11][C:12]1[CH:17]=[CH:16][CH:15]=[C:14]([F:18])[CH:13]=1)[C:6]([C:19]([Cl:25])=[O:21])=[CH:5]2, predict the reactants needed to synthesize it. The reactants are: [F:1][C:2]1[CH:3]=[C:4]2[C:8](=[CH:9][CH:10]=1)[N:7]([CH2:11][C:12]1[CH:17]=[CH:16][CH:15]=[C:14]([F:18])[CH:13]=1)[C:6]([C:19]([OH:21])=O)=[CH:5]2.S(Cl)([Cl:25])(=O)=O. (6) Given the product [Cl:11][C:8]1[CH:9]=[CH:10][C:5]2[N:6]([C:2]([C:18]3[CH:17]=[CH:16][CH:15]=[C:14]([C:13]([F:24])([F:23])[F:12])[CH:19]=3)=[CH:3][N:4]=2)[N:7]=1, predict the reactants needed to synthesize it. The reactants are: Br[C:2]1[N:6]2[N:7]=[C:8]([Cl:11])[CH:9]=[CH:10][C:5]2=[N:4][CH:3]=1.[F:12][C:13]([F:24])([F:23])[C:14]1[CH:15]=[C:16](B(O)O)[CH:17]=[CH:18][CH:19]=1.C([O-])([O-])=O.[K+].[K+]. (7) Given the product [O:25]1[CH:29]=[CH:28][C:27]([C:2]2[CH:7]=[CH:6][C:5]([N:8]3[C:12]([C:13]4[CH:18]=[CH:17][C:16]([S:19]([CH3:22])(=[O:21])=[O:20])=[CH:15][CH:14]=4)=[CH:11][CH:10]=[C:9]3[CH3:23])=[CH:4][C:3]=2[CH3:24])=[CH:26]1, predict the reactants needed to synthesize it. The reactants are: Br[C:2]1[CH:7]=[CH:6][C:5]([N:8]2[C:12]([C:13]3[CH:18]=[CH:17][C:16]([S:19]([CH3:22])(=[O:21])=[O:20])=[CH:15][CH:14]=3)=[CH:11][CH:10]=[C:9]2[CH3:23])=[CH:4][C:3]=1[CH3:24].[O:25]1[CH:29]=[CH:28][C:27](B(O)O)=[CH:26]1.